From a dataset of Catalyst prediction with 721,799 reactions and 888 catalyst types from USPTO. Predict which catalyst facilitates the given reaction. Reactant: [NH2:1][C:2]1[CH:6]=[CH:5][NH:4][N:3]=1.[OH-].[K+].[CH3:9][O:10][CH2:11][CH2:12]Br. Product: [CH3:9][O:10][CH2:11][CH2:12][N:4]1[CH:5]=[CH:6][C:2]([NH2:1])=[N:3]1. The catalyst class is: 550.